Dataset: NCI-60 drug combinations with 297,098 pairs across 59 cell lines. Task: Regression. Given two drug SMILES strings and cell line genomic features, predict the synergy score measuring deviation from expected non-interaction effect. (1) Drug 1: C1CCC(CC1)NC(=O)N(CCCl)N=O. Drug 2: C(=O)(N)NO. Cell line: OVCAR3. Synergy scores: CSS=13.4, Synergy_ZIP=-0.726, Synergy_Bliss=3.01, Synergy_Loewe=-3.10, Synergy_HSA=0.501. (2) Drug 1: CC12CCC3C(C1CCC2O)C(CC4=C3C=CC(=C4)O)CCCCCCCCCS(=O)CCCC(C(F)(F)F)(F)F. Drug 2: CCN(CC)CCCC(C)NC1=C2C=C(C=CC2=NC3=C1C=CC(=C3)Cl)OC. Cell line: UACC62. Synergy scores: CSS=-0.333, Synergy_ZIP=-1.59, Synergy_Bliss=-1.95, Synergy_Loewe=-5.06, Synergy_HSA=-4.21.